From a dataset of Catalyst prediction with 721,799 reactions and 888 catalyst types from USPTO. Predict which catalyst facilitates the given reaction. Product: [CH3:1][NH:2][CH:3]([CH2:5]/[CH:6]=[CH:7]/[C:8]1[CH:9]=[N:10][C:11]([O:14][CH3:15])=[CH:12][CH:13]=1)[CH3:4]. The catalyst class is: 4. Reactant: [CH3:1][N:2](C(OC(C)(C)C)=O)[CH:3]([CH2:5]/[CH:6]=[CH:7]/[C:8]1[CH:9]=[N:10][C:11]([O:14][CH3:15])=[CH:12][CH:13]=1)[CH3:4].FC(F)(F)C(O)=O.